Dataset: Full USPTO retrosynthesis dataset with 1.9M reactions from patents (1976-2016). Task: Predict the reactants needed to synthesize the given product. (1) Given the product [Cl:11][C:12]1[N:17]=[C:16]([NH:10][C@H:8]([C:5]2[CH:6]=[CH:7][C:2]([F:1])=[CH:3][CH:4]=2)[CH3:9])[N:15]=[C:14]([NH:19][C:20]2[N:21]=[CH:22][N:23]([CH3:25])[CH:24]=2)[N:13]=1, predict the reactants needed to synthesize it. The reactants are: [F:1][C:2]1[CH:7]=[CH:6][C:5]([C@@H:8]([NH2:10])[CH3:9])=[CH:4][CH:3]=1.[Cl:11][C:12]1[N:17]=[C:16](Cl)[N:15]=[C:14]([NH:19][C:20]2[N:21]=[CH:22][N:23]([CH3:25])[CH:24]=2)[N:13]=1. (2) Given the product [F:12][C:13]1[CH:14]=[C:15]2[C:20](=[CH:21][C:22]=1[O:3][CH2:4][CH2:5][N:6]1[CH2:11][CH2:10][O:9][CH2:8][CH2:7]1)[N:19]=[C:18]([CH3:29])[NH:17][C:16]2=[O:30], predict the reactants needed to synthesize it. The reactants are: [H-].[Na+].[OH:3][CH2:4][CH2:5][N:6]1[CH2:11][CH2:10][O:9][CH2:8][CH2:7]1.[F:12][C:13]1[CH:14]=[C:15]2[C:20](=[CH:21][C:22]=1N1CCOCC1)[N:19]=[C:18]([CH3:29])[NH:17][C:16]2=[O:30]. (3) Given the product [C:4]([CH:6]1[CH2:8][CH:7]1[CH2:9][NH:10][C@:11]12[CH2:46][CH2:45][C@@H:44]([C:47]([CH3:49])=[CH2:48])[C@@H:12]1[C@@H:13]1[C@@:26]([CH3:29])([CH2:27][CH2:28]2)[C@@:25]2([CH3:30])[C@@H:16]([C@:17]3([CH3:43])[C@@H:22]([CH2:23][CH2:24]2)[C:21]([CH3:32])([CH3:31])[C:20]([C:33]2[CH:42]=[CH:41][C:36]([C:37]([OH:39])=[O:38])=[CH:35][CH:34]=2)=[CH:19][CH2:18]3)[CH2:15][CH2:14]1)([OH:5])=[O:3], predict the reactants needed to synthesize it. The reactants are: C([O:3][C:4]([CH:6]1[CH2:8][CH:7]1[CH2:9][NH:10][C@:11]12[CH2:46][CH2:45][C@@H:44]([C:47]([CH3:49])=[CH2:48])[C@@H:12]1[C@@H:13]1[C@@:26]([CH3:29])([CH2:27][CH2:28]2)[C@@:25]2([CH3:30])[C@@H:16]([C@:17]3([CH3:43])[C@@H:22]([CH2:23][CH2:24]2)[C:21]([CH3:32])([CH3:31])[C:20]([C:33]2[CH:42]=[CH:41][C:36]([C:37]([O:39]C)=[O:38])=[CH:35][CH:34]=2)=[CH:19][CH2:18]3)[CH2:15][CH2:14]1)=[O:5])C.[OH-].[Na+]. (4) Given the product [Cl:1][C:2]1[C:10]([C:11]([C:14]#[N:15])([CH3:13])[CH3:12])=[CH:9][CH:8]=[CH:7][C:3]=1[C:4]([Cl:24])=[O:5], predict the reactants needed to synthesize it. The reactants are: [Cl:1][C:2]1[C:10]([C:11]([C:14]#[N:15])([CH3:13])[CH3:12])=[CH:9][CH:8]=[CH:7][C:3]=1[C:4](O)=[O:5].CN(C)C=O.C(Cl)(=O)C([Cl:24])=O.